This data is from Forward reaction prediction with 1.9M reactions from USPTO patents (1976-2016). The task is: Predict the product of the given reaction. Given the reactants [NH2:1][C:2]1[O:3][CH2:4][C@@:5]2([N:28]=1)[C:18]1[CH:17]=[C:16]([OH:19])[CH:15]=[C:14]([F:20])[C:13]=1[O:12][C:11]1[C:6]2=[CH:7][C:8]([C:21]2[C:22]([F:27])=[N:23][CH:24]=[CH:25][CH:26]=2)=[CH:9][CH:10]=1.C(=O)([O-])[O-].[Cs+].[Cs+].CN(C=O)C.FC(F)(F)S(O[CH2:46][C:47]([C:50]#[N:51])([CH3:49])[CH3:48])(=O)=O, predict the reaction product. The product is: [NH2:1][C:2]1[O:3][CH2:4][C@:5]2([N:28]=1)[C:6]1[CH:7]=[C:8]([C:21]3[C:22]([F:27])=[N:23][CH:24]=[CH:25][CH:26]=3)[CH:9]=[CH:10][C:11]=1[O:12][C:13]1[C:18]2=[CH:17][C:16]([O:19][CH2:46][C:47]([CH3:49])([CH3:48])[C:50]#[N:51])=[CH:15][C:14]=1[F:20].